Dataset: Catalyst prediction with 721,799 reactions and 888 catalyst types from USPTO. Task: Predict which catalyst facilitates the given reaction. (1) Reactant: [CH2:1]([C:8]1[CH:25]=[CH:24][CH:23]=[CH:22][C:9]=1[CH2:10][N:11]1[CH:16]=[CH:15][CH:14]=[C:13]([C:17]([O:19]C)=[O:18])[C:12]1=[O:21])[C:2]1[CH:7]=[CH:6][CH:5]=[CH:4][CH:3]=1.[OH-].[Na+]. Product: [CH2:1]([C:8]1[CH:25]=[CH:24][CH:23]=[CH:22][C:9]=1[CH2:10][N:11]1[CH:16]=[CH:15][CH:14]=[C:13]([C:17]([OH:19])=[O:18])[C:12]1=[O:21])[C:2]1[CH:3]=[CH:4][CH:5]=[CH:6][CH:7]=1. The catalyst class is: 1. (2) Reactant: [NH2:1][C:2]1[C:11]2[N:12]=[C:13]([CH2:35][O:36][CH2:37][CH3:38])[N:14]([CH2:15][C:16]([NH:19][C:20](=[O:34])[CH2:21][CH2:22][C:23]([NH:25][NH:26]C(OC(C)(C)C)=O)=[O:24])([CH3:18])[CH3:17])[C:10]=2[C:9]2[CH:8]=[CH:7][CH:6]=[CH:5][C:4]=2[N:3]=1.FC(F)(F)C(O)=O. Product: [NH2:1][C:2]1[C:11]2[N:12]=[C:13]([CH2:35][O:36][CH2:37][CH3:38])[N:14]([CH2:15][C:16]([NH:19][C:20](=[O:34])[CH2:21][CH2:22][C:23]([NH:25][NH2:26])=[O:24])([CH3:18])[CH3:17])[C:10]=2[C:9]2[CH:8]=[CH:7][CH:6]=[CH:5][C:4]=2[N:3]=1. The catalyst class is: 4. (3) Reactant: C([O:3][C:4](=[O:48])[CH:5]([C:42]1[CH:47]=[CH:46][CH:45]=[CH:44][CH:43]=1)[C:6]([N:8]1[CH2:13][CH2:12][N:11]([CH2:14][C:15]2[C:16]([C:36]3[CH:41]=[CH:40][CH:39]=[CH:38][CH:37]=3)=[N:17][C:18]3[C:23]([C:24]=2[C:25](=[O:35])[NH:26][C@H:27]([CH:29]2[CH2:34][CH2:33][CH2:32][CH2:31][CH2:30]2)[CH3:28])=[CH:22][CH:21]=[CH:20][CH:19]=3)[CH2:10][CH2:9]1)=[O:7])C.[OH-].[Na+:50]. Product: [Na+:50].[CH:29]1([C@@H:27]([NH:26][C:25]([C:24]2[C:23]3[C:18](=[CH:19][CH:20]=[CH:21][CH:22]=3)[N:17]=[C:16]([C:36]3[CH:41]=[CH:40][CH:39]=[CH:38][CH:37]=3)[C:15]=2[CH2:14][N:11]2[CH2:10][CH2:9][N:8]([C:6](=[O:7])[CH:5]([C:42]3[CH:43]=[CH:44][CH:45]=[CH:46][CH:47]=3)[C:4]([O-:48])=[O:3])[CH2:13][CH2:12]2)=[O:35])[CH3:28])[CH2:30][CH2:31][CH2:32][CH2:33][CH2:34]1. The catalyst class is: 8. (4) Reactant: [I-].[Na+].Cl[CH:4]([CH3:8])[C:5](=[O:7])[CH3:6].[P:9]([O:16][CH2:17][CH3:18])([O:13][CH2:14][CH3:15])[O:10][CH2:11][CH3:12]. Product: [O:7]=[C:5]([CH3:6])[CH:4]([P:9](=[O:16])([O:13][CH2:14][CH3:15])[O:10][CH2:11][CH3:12])[CH3:8].[P:9]([O:16][CH2:17][CH3:18])([O:13][CH2:14][CH3:15])[O:10][CH2:11][CH3:12]. The catalyst class is: 23. (5) Reactant: [CH2:1]([O:8][C:9](=[O:20])[NH:10][C@@H:11]1[CH2:16][CH2:15][C@@H:14]([NH2:17])[C@@H:13]([O:18][CH3:19])[CH2:12]1)[C:2]1[CH:7]=[CH:6][CH:5]=[CH:4][CH:3]=1.[CH3:21][C:22]([O:25][C:26](O[C:26]([O:25][C:22]([CH3:24])([CH3:23])[CH3:21])=[O:27])=[O:27])([CH3:24])[CH3:23]. Product: [CH2:1]([O:8][C:9](=[O:20])[NH:10][C@@H:11]1[CH2:16][CH2:15][C@@H:14]([NH:17][C:26]([O:25][C:22]([CH3:24])([CH3:23])[CH3:21])=[O:27])[C@@H:13]([O:18][CH3:19])[CH2:12]1)[C:2]1[CH:7]=[CH:6][CH:5]=[CH:4][CH:3]=1. The catalyst class is: 1. (6) Reactant: [H-].[Na+].[C@@H:3]1([OH:9])[CH2:7][CH2:6][CH2:5][C@H:4]1[OH:8].[Br:10][C:11]1[CH:16]=[CH:15][CH:14]=[C:13]([CH2:17]Br)[N:12]=1. Product: [Br:10][C:11]1[N:12]=[C:13]([CH2:17][O:8][C@@H:4]2[CH2:5][CH2:6][CH2:7][C@H:3]2[OH:9])[CH:14]=[CH:15][CH:16]=1. The catalyst class is: 215. (7) Reactant: [F:1][C:2]1[CH:7]=[CH:6][C:5]([NH:8][C:9]2[N:14]=[C:13]([NH:15][C:16]3[CH:21]=[CH:20][C:19]([F:22])=[CH:18][CH:17]=3)[N:12]=[C:11]([NH:23][CH2:24][C:25]3[N:30]=[CH:29][CH:28]=[CH:27][N:26]=3)[N:10]=2)=[CH:4][CH:3]=1.[ClH:31].O1CCOCC1. Product: [F:1][C:2]1[CH:3]=[CH:4][C:5]([NH:8][C:9]2[N:14]=[C:13]([NH:15][C:16]3[CH:17]=[CH:18][C:19]([F:22])=[CH:20][CH:21]=3)[N:12]=[C:11]([NH:23][CH2:24][C:25]3[N:30]=[CH:29][CH:28]=[CH:27][N:26]=3)[N:10]=2)=[CH:6][CH:7]=1.[ClH:31]. The catalyst class is: 5. (8) Reactant: [CH2:1]([O:8][C:9]1[CH:14]=[CH:13][C:12]([CH2:15][C@H:16]([O:20][CH:21]([CH3:23])[CH3:22])[C:17]([OH:19])=[O:18])=[CH:11][CH:10]=1)[C:2]1[CH:7]=[CH:6][CH:5]=[CH:4][CH:3]=1.C(OC1C=CC(C[C@H](O)C(O)=O)=CC=1)C1C=CC=CC=1.C(OC1C=CC(C[C@@H]2OC(C)(C)OC2=O)=CC=1)C1C=CC=CC=1.COC(OC)(C)C.CC1C=CC(S(O)(=O)=O)=CC=1. Product: [CH2:1]([O:8][C:9]1[CH:10]=[CH:11][C:12]([CH2:15][C@@H:16]2[O:20][C:21]([CH3:23])([CH3:22])[O:18][C:17]2=[O:19])=[CH:13][CH:14]=1)[C:2]1[CH:7]=[CH:6][CH:5]=[CH:4][CH:3]=1. The catalyst class is: 146. (9) Reactant: [N+:1]([C:4]1[CH:9]=[C:8]([N+:10]([O-])=O)[CH:7]=[CH:6][C:5]=1[C:13]([OH:22])([C:18]([F:21])([F:20])[F:19])[C:14](OC)=[O:15])([O-])=O. Product: [NH2:10][C:8]1[CH:9]=[C:4]2[C:5]([C:13]([OH:22])([C:18]([F:21])([F:20])[F:19])[C:14](=[O:15])[NH:1]2)=[CH:6][CH:7]=1. The catalyst class is: 13. (10) Reactant: [NH2:1][C:2](=O)[CH:3]([N:5]1[C:14]2[C:9](=[CH:10][CH:11]=[CH:12][CH:13]=2)[CH:8]([C:15](O)=[O:16])[CH2:7][CH2:6]1)[CH3:4].CSC.B. Product: [NH2:1][CH2:2][CH:3]([N:5]1[C:14]2[C:9](=[CH:10][CH:11]=[CH:12][CH:13]=2)[CH:8]([CH2:15][OH:16])[CH2:7][CH2:6]1)[CH3:4]. The catalyst class is: 1.